Dataset: Reaction yield outcomes from USPTO patents with 853,638 reactions. Task: Predict the reaction yield, written as a fraction of the theoretical maximum amount of product (1.0 means a 100% yield; for example, 0.34 means a 34% yield). The reactants are [C:1]([C:5]1[CH:9]=[C:8]([NH:10][C:11]([NH:13][C@@H:14]2[C:23]3[C:18](=[CH:19][CH:20]=[CH:21][CH:22]=3)[C@H:17]([O:24][C:25]3[CH:26]=[CH:27][C:28]4[N:29]([C:31]([N:34]5[CH2:39][CH2:38][CH2:37][CH2:36][CH2:35]5)=[N:32][N:33]=4)[CH:30]=3)[CH2:16][CH2:15]2)=[O:12])[N:7]([C:40]2[CH:41]=[N:42][N:43]([CH2:45][CH2:46][O:47]C3CCCCO3)[CH:44]=2)[N:6]=1)([CH3:4])([CH3:3])[CH3:2].C1(C)C=CC(S([O-])(=O)=O)=CC=1.[NH+]1C=CC=CC=1.O.C([O-])(O)=O.[Na+]. The catalyst is CO. The product is [C:1]([C:5]1[CH:9]=[C:8]([NH:10][C:11]([NH:13][C@@H:14]2[C:23]3[C:18](=[CH:19][CH:20]=[CH:21][CH:22]=3)[C@H:17]([O:24][C:25]3[CH:26]=[CH:27][C:28]4[N:29]([C:31]([N:34]5[CH2:35][CH2:36][CH2:37][CH2:38][CH2:39]5)=[N:32][N:33]=4)[CH:30]=3)[CH2:16][CH2:15]2)=[O:12])[N:7]([C:40]2[CH:41]=[N:42][N:43]([CH2:45][CH2:46][OH:47])[CH:44]=2)[N:6]=1)([CH3:4])([CH3:2])[CH3:3]. The yield is 0.720.